Dataset: Full USPTO retrosynthesis dataset with 1.9M reactions from patents (1976-2016). Task: Predict the reactants needed to synthesize the given product. (1) Given the product [CH2:19]([N:3]1[CH2:4][CH2:5][CH2:6][CH2:7][C@H:8]([NH:9][C:10](=[O:16])[O:11][C:12]([CH3:13])([CH3:15])[CH3:14])[C:2]1=[O:1])[CH:20]([CH3:22])[CH3:21], predict the reactants needed to synthesize it. The reactants are: [O:1]=[C:2]1[C@@H:8]([NH:9][C:10](=[O:16])[O:11][C:12]([CH3:15])([CH3:14])[CH3:13])[CH2:7][CH2:6][CH2:5][CH2:4][NH:3]1.[H-].[Na+].[CH2:19](Br)[CH:20]([CH3:22])[CH3:21].[NH4+].[Cl-]. (2) Given the product [Cl:1][C:2]1[CH:10]=[CH:9][CH:8]=[C:7]2[C:3]=1[C:4]([C:17]([OH:22])=[O:23])=[CH:5][N:6]2[CH2:11][CH:12]1[CH2:16][CH2:15][CH2:14][O:13]1, predict the reactants needed to synthesize it. The reactants are: [Cl:1][C:2]1[CH:10]=[CH:9][CH:8]=[C:7]2[C:3]=1[C:4]([C:17](=[O:22])C(F)(F)F)=[CH:5][N:6]2[CH2:11][CH:12]1[CH2:16][CH2:15][CH2:14][O:13]1.[OH-:23].[Na+].Cl. (3) The reactants are: [O:1]1[CH2:6][CH2:5][N:4]([CH2:7][CH2:8][N:9]2[C:17]3[C:12](=[CH:13][C:14]([N:18]4[CH:23]=[CH:22][C:21]([C:24]5[CH:29]=[CH:28][C:27]([C:30]([F:33])([F:32])[F:31])=[CH:26][CH:25]=5)=[CH:20][C:19]4=[O:34])=[CH:15][CH:16]=3)[CH:11]=[N:10]2)[CH2:3][CH2:2]1.[ClH:35]. Given the product [ClH:35].[O:1]1[CH2:2][CH2:3][N:4]([CH2:7][CH2:8][N:9]2[C:17]3[C:12](=[CH:13][C:14]([N:18]4[CH:23]=[CH:22][C:21]([C:24]5[CH:29]=[CH:28][C:27]([C:30]([F:31])([F:32])[F:33])=[CH:26][CH:25]=5)=[CH:20][C:19]4=[O:34])=[CH:15][CH:16]=3)[CH:11]=[N:10]2)[CH2:5][CH2:6]1, predict the reactants needed to synthesize it. (4) Given the product [CH3:1][O:2][C:3]1[S:7][C:6]([C:8]([OH:10])=[O:9])=[CH:5][C:4]=1[C:12]1[N:16]([CH3:17])[N:15]=[CH:14][CH:13]=1, predict the reactants needed to synthesize it. The reactants are: [CH3:1][O:2][C:3]1[S:7][C:6]([C:8]([O:10]C)=[O:9])=[CH:5][C:4]=1[C:12]1[N:16]([CH3:17])[N:15]=[CH:14][CH:13]=1.[OH-].[Na+].Cl. (5) Given the product [Cl:1][C:2]1[CH:8]=[CH:7][C:5]([NH:6][C:25](=[O:26])[C:24]2[CH:23]=[CH:22][C:21]([S:18]([CH2:17][C@@H:16]([OH:15])[CH3:30])(=[O:20])=[O:19])=[CH:29][CH:28]=2)=[CH:4][C:3]=1[C:9]1[CH:14]=[CH:13][CH:12]=[CH:11][N:10]=1, predict the reactants needed to synthesize it. The reactants are: [Cl:1][C:2]1[CH:8]=[CH:7][C:5]([NH2:6])=[CH:4][C:3]=1[C:9]1[CH:14]=[CH:13][CH:12]=[CH:11][N:10]=1.[OH:15][C@@H:16]([CH3:30])[CH2:17][S:18]([C:21]1[CH:29]=[CH:28][C:24]([C:25](O)=[O:26])=[CH:23][CH:22]=1)(=[O:20])=[O:19]. (6) Given the product [CH:31]1([C:21]([NH:20][C:10]([C:7]2[CH:6]=[C:5]([O:13][C@@H:14]([CH3:19])[C:15]([F:18])([F:17])[F:16])[C:4]([CH:1]3[CH2:2][CH2:3]3)=[CH:9][N:8]=2)=[O:12])([CH3:30])[CH2:22][C:23]([O:25][C:26]([CH3:28])([CH3:27])[CH3:29])=[O:24])[CH2:33][CH2:32]1, predict the reactants needed to synthesize it. The reactants are: [CH:1]1([C:4]2[C:5]([O:13][C@@H:14]([CH3:19])[C:15]([F:18])([F:17])[F:16])=[CH:6][C:7]([C:10]([OH:12])=O)=[N:8][CH:9]=2)[CH2:3][CH2:2]1.[NH2:20][C:21]([CH:31]1[CH2:33][CH2:32]1)([CH3:30])[CH2:22][C:23]([O:25][C:26]([CH3:29])([CH3:28])[CH3:27])=[O:24].